Dataset: Peptide-MHC class II binding affinity with 134,281 pairs from IEDB. Task: Regression. Given a peptide amino acid sequence and an MHC pseudo amino acid sequence, predict their binding affinity value. This is MHC class II binding data. The peptide sequence is YKKLRTSSFALNLPT. The MHC is DRB1_0101 with pseudo-sequence DRB1_0101. The binding affinity (normalized) is 0.539.